From a dataset of Reaction yield outcomes from USPTO patents with 853,638 reactions. Predict the reaction yield, written as a fraction of the theoretical maximum amount of product (1.0 means a 100% yield; for example, 0.34 means a 34% yield). (1) The reactants are [CH3:1][O:2][C:3]1[CH:11]=[C:10]([NH:12][CH:13]([C:18]2[CH:22]=[C:21]([C:23]3[CH:28]=[CH:27][CH:26]=[CH:25][CH:24]=3)[O:20][C:19]=2[CH3:29])[CH2:14][CH:15]([CH3:17])[CH3:16])[CH:9]=[CH:8][C:4]=1C(O)=O.[CH3:30][NH:31][CH2:32][CH2:33][C:34]([O:36]CC)=[O:35].Cl.C(N=C=NCCCN(C)C)C.O.[OH:52][C:53]1C2N=NNC=2C=CC=1. The catalyst is CN(C)C=O.C(OCC)(=O)C.C(N(CC)CC)C. The product is [CH3:1][O:2][C:3]1[CH:11]=[C:10]([NH:12][CH:13]([C:18]2[CH:22]=[C:21]([C:23]3[CH:28]=[CH:27][CH:26]=[CH:25][CH:24]=3)[O:20][C:19]=2[CH3:29])[CH2:14][CH:15]([CH3:16])[CH3:17])[CH:9]=[CH:8][C:4]=1[C:53]([N:31]([CH3:30])[CH2:32][CH2:33][C:34]([OH:36])=[O:35])=[O:52]. The yield is 0.440. (2) The reactants are [NH2:1][C:2]1[N:7]=[CH:6][C:5]([C:8]2[CH:13]=[CH:12][C:11]([S:14]([NH:17][CH:18]3[CH2:20][CH2:19]3)(=[O:16])=[O:15])=[CH:10][CH:9]=2)=[CH:4][CH:3]=1.[Br:21]N1C(=O)CCC1=O. The catalyst is C(Cl)Cl. The product is [NH2:1][C:2]1[N:7]=[CH:6][C:5]([C:8]2[CH:9]=[CH:10][C:11]([S:14]([NH:17][CH:18]3[CH2:20][CH2:19]3)(=[O:15])=[O:16])=[CH:12][CH:13]=2)=[CH:4][C:3]=1[Br:21]. The yield is 0.810. (3) The reactants are [N+:1]([C:4]1[C:9]([O:10][CH3:11])=[CH:8][CH:7]=[CH:6][C:5]=1[OH:12])([O-:3])=[O:2].C(=O)(O)[O-].[Na+].[I:18]I. No catalyst specified. The product is [I:18][C:6]1[C:5]([OH:12])=[C:4]([N+:1]([O-:3])=[O:2])[C:9]([O:10][CH3:11])=[CH:8][CH:7]=1. The yield is 0.960. (4) The reactants are Br[C:2]1[C:3]([C:16]2[CH:21]=[CH:20][CH:19]=[CH:18][CH:17]=2)=[N:4][C:5]2[C:10]([N:11]=1)=[CH:9][C:8]([C:12]([O:14]C)=[O:13])=[CH:7][CH:6]=2.[OH:22][CH2:23][C:24]1[CH:29]=[CH:28][C:27](B(O)O)=[CH:26][CH:25]=1. No catalyst specified. The product is [OH:22][CH2:23][C:24]1[CH:29]=[CH:28][C:27]([C:2]2[C:3]([C:16]3[CH:21]=[CH:20][CH:19]=[CH:18][CH:17]=3)=[N:4][C:5]3[C:10]([N:11]=2)=[CH:9][C:8]([C:12]([OH:14])=[O:13])=[CH:7][CH:6]=3)=[CH:26][CH:25]=1. The yield is 0.760.